Dataset: Catalyst prediction with 721,799 reactions and 888 catalyst types from USPTO. Task: Predict which catalyst facilitates the given reaction. (1) Reactant: C[O:2][C:3]1[N:12]=[CH:11][C:10]2[CH2:9][CH2:8][C:7]3[C:13]([C:17]([O:19][CH2:20][CH3:21])=[O:18])=[N:14][N:15]([CH3:16])[C:6]=3[C:5]=2[N:4]=1.[I-].[Na+].C[Si](Cl)(C)C.CO. Product: [OH:2][C:3]1[N:12]=[CH:11][C:10]2[CH2:9][CH2:8][C:7]3[C:13]([C:17]([O:19][CH2:20][CH3:21])=[O:18])=[N:14][N:15]([CH3:16])[C:6]=3[C:5]=2[N:4]=1. The catalyst class is: 10. (2) Reactant: [CH2:1]([O:3][C:4](=[O:26])[CH2:5][C:6]1[CH:7]=[C:8]([C:14]2[CH:19]=[CH:18][C:17]([C:20]([F:23])([F:22])[F:21])=[CH:16][C:15]=2[CH2:24]Br)[C:9]([O:12][CH3:13])=[CH:10][CH:11]=1)[CH3:2].[C:27]1([SH:33])[CH:32]=[CH:31][CH:30]=[CH:29][CH:28]=1.[H-].[Na+]. Product: [CH2:1]([O:3][C:4](=[O:26])[CH2:5][C:6]1[CH:7]=[C:8]([C:14]2[CH:19]=[CH:18][C:17]([C:20]([F:23])([F:22])[F:21])=[CH:16][C:15]=2[CH2:24][S:33][C:27]2[CH:32]=[CH:31][CH:30]=[CH:29][CH:28]=2)[C:9]([O:12][CH3:13])=[CH:10][CH:11]=1)[CH3:2]. The catalyst class is: 12. (3) Reactant: C([O:9][CH2:10][CH2:11][N:12]1[C:20]2[C:19](Cl)=[N:18][CH:17]=[N:16][C:15]=2[CH:14]=[CH:13]1)(=O)C1C=CC=CC=1.[CH:22]1([CH2:25][O:26][C:27]2[CH:28]=[C:29]([CH:39]=[CH:40][CH:41]=2)[O:30][C:31]2[CH:37]=[CH:36][C:34]([NH2:35])=[CH:33][C:32]=2[CH3:38])[CH2:24][CH2:23]1.[OH-].[Na+]. Product: [CH:22]1([CH2:25][O:26][C:27]2[CH:28]=[C:29]([CH:39]=[CH:40][CH:41]=2)[O:30][C:31]2[CH:37]=[CH:36][C:34]([NH:35][C:19]3[C:20]4[N:12]([CH2:11][CH2:10][OH:9])[CH:13]=[CH:14][C:15]=4[N:16]=[CH:17][N:18]=3)=[CH:33][C:32]=2[CH3:38])[CH2:24][CH2:23]1. The catalyst class is: 32. (4) Reactant: [NH2:1][CH:2]1[CH2:7][CH2:6][N:5]([CH2:8][CH2:9][N:10]2[C:15]3[CH:16]=[C:17]([C:20]#[N:21])[CH:18]=[CH:19][C:14]=3[O:13][CH2:12][C:11]2=[O:22])[CH2:4][CH2:3]1.FC(F)(F)C(O)=O.NC1CCN(CCN2C3C=C(C#N)C=CC=3OCC2=O)CC1.[F:52][C:53]1[CH:58]=[CH:57][C:56]([F:59])=[CH:55][C:54]=1/[CH:60]=[CH:61]/[CH:62]=O.C([BH3-])#N.[Na+]. Product: [F:52][C:53]1[CH:58]=[CH:57][C:56]([F:59])=[CH:55][C:54]=1/[CH:60]=[CH:61]/[CH2:62][NH:1][CH:2]1[CH2:7][CH2:6][N:5]([CH2:8][CH2:9][N:10]2[C:15]3[CH:16]=[C:17]([C:20]#[N:21])[CH:18]=[CH:19][C:14]=3[O:13][CH2:12][C:11]2=[O:22])[CH2:4][CH2:3]1. The catalyst class is: 98. (5) Reactant: [N:1]([CH2:4][C:5]1[S:6][CH:7]=[CH:8][C:9]=1[CH2:10][N:11]([CH3:13])[CH3:12])=[N+]=[N-].[H-].[H-].[H-].[H-].[Li+].[Al+3].[Cl-].[NH4+]. Product: [NH2:1][CH2:4][C:5]1[S:6][CH:7]=[CH:8][C:9]=1[CH2:10][N:11]([CH3:13])[CH3:12]. The catalyst class is: 1. (6) Reactant: [C:1]([O:5][C:6]([NH:8][C:9]1[C:18]2[C:13](=[CH:14][CH:15]=[CH:16][CH:17]=2)[C:12]([O:19][C:20]2[CH:25]=[CH:24][N:23]=[C:22]([NH:26][C:27]3[CH:28]=[C:29]([CH:33]=[C:34]([O:36][CH3:37])[CH:35]=3)[C:30]([OH:32])=O)[N:21]=2)=[CH:11][CH:10]=1)=[O:7])([CH3:4])([CH3:3])[CH3:2].[CH3:38][O:39][CH2:40][CH2:41][O:42][CH2:43][CH2:44][O:45][CH2:46][CH2:47][O:48][CH2:49][CH2:50][O:51][CH2:52][CH2:53][O:54][CH2:55][CH2:56][O:57][CH2:58][CH2:59][NH2:60].C(N(CC)CC)C.C(P1(=O)OP(CCC)(=O)OP(CCC)(=O)O1)CC.CCOC(C)=O. Product: [CH3:38][O:39][CH2:40][CH2:41][O:42][CH2:43][CH2:44][O:45][CH2:46][CH2:47][O:48][CH2:49][CH2:50][O:51][CH2:52][CH2:53][O:54][CH2:55][CH2:56][O:57][CH2:58][CH2:59][NH:60][C:30]([C:29]1[CH:28]=[C:27]([NH:26][C:22]2[N:21]=[C:20]([O:19][C:12]3[C:13]4[C:18](=[CH:17][CH:16]=[CH:15][CH:14]=4)[C:9]([NH:8][C:6](=[O:7])[O:5][C:1]([CH3:3])([CH3:2])[CH3:4])=[CH:10][CH:11]=3)[CH:25]=[CH:24][N:23]=2)[CH:35]=[C:34]([O:36][CH3:37])[CH:33]=1)=[O:32]. The catalyst class is: 2. (7) Product: [Br:1][C:6]1[C:5]([C:8]([OH:10])=[O:9])=[N:4][NH:3][CH:7]=1. Reactant: [Br:1]Br.[NH:3]1[CH:7]=[CH:6][C:5]([C:8]([OH:10])=[O:9])=[N:4]1.O.C(OCC)C. The catalyst class is: 15.